Dataset: CYP3A4 inhibition data for predicting drug metabolism from PubChem BioAssay. Task: Regression/Classification. Given a drug SMILES string, predict its absorption, distribution, metabolism, or excretion properties. Task type varies by dataset: regression for continuous measurements (e.g., permeability, clearance, half-life) or binary classification for categorical outcomes (e.g., BBB penetration, CYP inhibition). Dataset: cyp3a4_veith. (1) The molecule is CN(C)CCCc1c2ccccc2nc2ccc(Cl)cc12.O=P(O)(O)O. The result is 0 (non-inhibitor). (2) The compound is O=S(=O)(c1ccccc1)N1CCC2(CCCN(Cc3cc(C(F)(F)F)cc(C(F)(F)F)c3)C2)CC1. The result is 1 (inhibitor). (3) The result is 1 (inhibitor). The molecule is CCCCNC(=O)C(CC)Sc1nc2sc(C(=O)OC)c(C)c2c(=O)n1N.